This data is from Forward reaction prediction with 1.9M reactions from USPTO patents (1976-2016). The task is: Predict the product of the given reaction. (1) Given the reactants [Br:1][C:2]1[CH:7]=[CH:6][C:5]([N+:8]([O-:10])=[O:9])=[C:4]([CH3:11])[CH:3]=1.[Cl:12][C:13]1[CH:20]=[C:19]([O:21][CH3:22])[CH:18]=[C:17]([F:23])[C:14]=1[CH:15]=[O:16].N1CCCN2CCCCCC=12, predict the reaction product. The product is: [Br:1][C:2]1[CH:7]=[CH:6][C:5]([N+:8]([O-:10])=[O:9])=[C:4]([CH2:11][CH:15]([C:14]2[C:17]([F:23])=[CH:18][C:19]([O:21][CH3:22])=[CH:20][C:13]=2[Cl:12])[OH:16])[CH:3]=1. (2) Given the reactants [F:1][C:2]1[CH:7]=[CH:6][CH:5]=[CH:4][C:3]=1[N:8]1[CH:12]=[C:11]([C:13]2[CH2:14][CH2:15][N:16](C(OC(C)(C)C)=O)[CH2:17][CH:18]=2)[N:10]=[N:9]1.[ClH:26].C(OCC)(=O)C, predict the reaction product. The product is: [ClH:26].[F:1][C:2]1[CH:7]=[CH:6][CH:5]=[CH:4][C:3]=1[N:8]1[CH:12]=[C:11]([C:13]2[CH2:14][CH2:15][NH:16][CH2:17][CH:18]=2)[N:10]=[N:9]1.